This data is from Full USPTO retrosynthesis dataset with 1.9M reactions from patents (1976-2016). The task is: Predict the reactants needed to synthesize the given product. (1) Given the product [Cl:1][CH2:2][CH2:3][C:4]1[C:9](=[O:10])[N:8]2[CH2:11][CH2:12][CH2:13][CH:14]([OH:15])[C:7]2=[N:6][C:5]=1[CH3:19], predict the reactants needed to synthesize it. The reactants are: [Cl:1][CH2:2][CH2:3][C:4]1[C:9](=[O:10])[N:8]2[CH2:11][CH2:12][CH2:13][CH:14]([O:15]C(=O)C)[C:7]2=[N:6][C:5]=1[CH3:19].[OH-].[Na+]. (2) Given the product [O:5]=[C:6]1[CH2:7][S:8][CH2:9][CH:10]1[C:11]([O:13][CH3:14])=[O:12], predict the reactants needed to synthesize it. The reactants are: C[O-].[Na+].C[O:5][C:6](=O)[CH2:7][S:8][CH2:9][CH2:10][C:11]([O:13][CH3:14])=[O:12].Cl. (3) Given the product [O:14]1[C:15]2[CH:20]=[CH:19][CH:18]=[CH:17][C:16]=2[C:12]([N:9]2[C:10]3[C:5](=[CH:4][CH:3]=[C:2]([Br:1])[CH:11]=3)[N:6]([C:35](=[O:37])[CH3:36])[C@@H:7]([CH3:21])[CH2:8]2)=[N:13]1, predict the reactants needed to synthesize it. The reactants are: [Br:1][C:2]1[CH:11]=[C:10]2[C:5]([NH:6][C@@H:7]([CH3:21])[CH2:8][N:9]2[C:12]2[C:16]3[CH:17]=[CH:18][CH:19]=[CH:20][C:15]=3[O:14][N:13]=2)=[CH:4][CH:3]=1.ClCCCl.C(N(CC)C(C)C)(C)C.[C:35](Cl)(=[O:37])[CH3:36]. (4) Given the product [C:1]([O:5][C:6](=[O:19])[CH2:7][CH:8]1[CH2:9][CH2:10][CH:11]([C:14]([OH:16])=[O:15])[CH2:12][CH2:13]1)([CH3:4])([CH3:2])[CH3:3], predict the reactants needed to synthesize it. The reactants are: [C:1]([O:5][C:6](=[O:19])[CH2:7][CH:8]1[CH2:13][CH2:12][CH:11]([C:14]([O:16]CC)=[O:15])[CH2:10][CH2:9]1)([CH3:4])([CH3:3])[CH3:2].O.[OH-].[K+].Cl. (5) Given the product [OH:1][C:2]1[C:7]2[S:8][CH:9]=[CH:10][C:6]=2[CH:5]=[C:4]([C:11]#[N:13])[CH:3]=1, predict the reactants needed to synthesize it. The reactants are: [OH:1][C:2]1[C:7]2[S:8][CH:9]=[CH:10][C:6]=2[CH:5]=[C:4]([C:11]([NH2:13])=O)[CH:3]=1.C(N(CC)CC)C.FC(F)(F)C(OC(=O)C(F)(F)F)=O.CO. (6) Given the product [F:1][C:2]1[CH:3]=[C:4]([C:8]2[C:9]3[C:19]([OH:20])([C:21]([F:24])([F:23])[F:22])[CH2:18][C:17](=[O:16])[NH:13][C:10]=3[NH:11][N:12]=2)[CH:5]=[CH:6][CH:7]=1, predict the reactants needed to synthesize it. The reactants are: [F:1][C:2]1[CH:3]=[C:4]([C:8]2[CH:9]=[C:10]([NH2:13])[NH:11][N:12]=2)[CH:5]=[CH:6][CH:7]=1.C([O:16][C:17](=O)[CH2:18][C:19]([C:21]([F:24])([F:23])[F:22])=[O:20])C. (7) The reactants are: [F:1][C:2]1[CH:10]=[CH:9][C:5]([C:6](Cl)=[O:7])=[CH:4][CH:3]=1.[C:11]([NH2:19])(=[S:18])[C:12]1[CH:17]=[CH:16][CH:15]=[CH:14][CH:13]=1.N1C=CC=CC=1. Given the product [F:1][C:2]1[CH:10]=[CH:9][C:5]([C:6]([NH:19][C:11](=[S:18])[C:12]2[CH:17]=[CH:16][CH:15]=[CH:14][CH:13]=2)=[O:7])=[CH:4][CH:3]=1, predict the reactants needed to synthesize it.